Dataset: Full USPTO retrosynthesis dataset with 1.9M reactions from patents (1976-2016). Task: Predict the reactants needed to synthesize the given product. (1) Given the product [C:1]([O:5][C:6](=[O:37])[N:7]([CH2:16][C:17]1[CH:18]=[N:19][C:20]([CH3:36])=[C:21]([O:26][CH2:27][C:28]2[CH:33]=[CH:32][CH:31]=[C:30]([C:34]#[N:35])[CH:29]=2)[C:22]=1[CH:23]([F:48])[CH3:24])[C:8]1[CH:13]=[CH:12][C:11]([C:14]#[N:15])=[CH:10][CH:9]=1)([CH3:4])([CH3:3])[CH3:2].[CH3:36][C:20]1[N:19]=[CH:18][C:17]2[CH2:16][N:7]([C:8]3[CH:9]=[CH:10][C:11]([C:14]#[N:15])=[CH:12][CH:13]=3)[C:6](=[O:37])[O:5][CH:23]([CH3:24])[C:22]=2[C:21]=1[O:26][CH2:27][C:28]1[CH:33]=[CH:32][CH:31]=[C:30]([C:34]#[N:35])[CH:29]=1, predict the reactants needed to synthesize it. The reactants are: [C:1]([O:5][C:6](=[O:37])[N:7]([CH2:16][C:17]1[CH:18]=[N:19][C:20]([CH3:36])=[C:21]([O:26][CH2:27][C:28]2[CH:33]=[CH:32][CH:31]=[C:30]([C:34]#[N:35])[CH:29]=2)[C:22]=1[CH:23](O)[CH3:24])[C:8]1[CH:13]=[CH:12][C:11]([C:14]#[N:15])=[CH:10][CH:9]=1)([CH3:4])([CH3:3])[CH3:2].COCCN(S(F)(F)[F:48])CCOC.C(=O)(O)[O-].[Na+].CCCCCC. (2) The reactants are: [C:1]([O:5][C:6]([NH:8][C@@H:9]1[CH2:12][C@H:11]([C:13](O)=[O:14])[CH2:10]1)=[O:7])([CH3:4])([CH3:3])[CH3:2]. Given the product [OH:14][CH2:13][C@@H:11]1[CH2:10][C@H:9]([NH:8][C:6](=[O:7])[O:5][C:1]([CH3:3])([CH3:2])[CH3:4])[CH2:12]1, predict the reactants needed to synthesize it.